This data is from Full USPTO retrosynthesis dataset with 1.9M reactions from patents (1976-2016). The task is: Predict the reactants needed to synthesize the given product. (1) Given the product [N:36]1([CH2:7][CH2:8][CH2:9][S:10]([N:13]2[CH2:18][CH2:17][CH:16]([C:19]3[C:27]4[C:22](=[C:23]([C:33]([NH2:35])=[O:34])[CH:24]=[C:25]([C:28]5[CH:32]=[CH:31][S:30][CH:29]=5)[CH:26]=4)[NH:21][CH:20]=3)[CH2:15][CH2:14]2)(=[O:12])=[O:11])[CH2:40][CH2:39][CH2:38][CH2:37]1, predict the reactants needed to synthesize it. The reactants are: NS(N)(=O)=O.Cl[CH2:7][CH2:8][CH2:9][S:10]([N:13]1[CH2:18][CH2:17][CH:16]([C:19]2[C:27]3[C:22](=[C:23]([C:33]([NH2:35])=[O:34])[CH:24]=[C:25]([C:28]4[CH:32]=[CH:31][S:30][CH:29]=4)[CH:26]=3)[NH:21][CH:20]=2)[CH2:15][CH2:14]1)(=[O:12])=[O:11].[NH:36]1[CH2:40][CH2:39][CH2:38][CH2:37]1.C([O-])([O-])=O.[K+].[K+].[Na+].[I-]. (2) Given the product [CH3:24][O:23][C:21]([C:11]1[C:10]([OH:9])=[C:15]2[C:14]([CH2:20][CH2:19][O:18][C:16]2=[O:17])=[CH:13][CH:12]=1)=[O:22], predict the reactants needed to synthesize it. The reactants are: [Li+].CC([N-]C(C)C)C.[OH:9][C:10]1[C:15]([C:16]([O:18][CH3:19])=[O:17])=[C:14]([CH3:20])[CH:13]=[CH:12][C:11]=1[C:21]([O:23][CH3:24])=[O:22].C=O. (3) Given the product [NH2:1][C:2]1[N:10]=[CH:9][N:8]=[C:7]2[C:3]=1[N:4]=[CH:5][N:6]2[C@H:11]1[C@H:15]([OH:16])[C@H:14]([OH:18])[C@@H:13]([CH2:21][N:22]([CH3:32])[CH:23]2[CH2:26][CH:25]([CH2:27][CH2:28][C:29]3[NH:43][C:40]4[CH:41]=[CH:42][C:37]([CH:35]5[CH2:36][O:33][CH2:34]5)=[CH:38][C:39]=4[N:44]=3)[CH2:24]2)[O:12]1, predict the reactants needed to synthesize it. The reactants are: [NH2:1][C:2]1[N:10]=[CH:9][N:8]=[C:7]2[C:3]=1[N:4]=[CH:5][N:6]2[C@H:11]1[C@@H:15]2[O:16]C(C)(C)[O:18][C@@H:14]2[C@@H:13]([CH2:21][N:22]([CH3:32])[CH:23]2[CH2:26][CH:25]([CH2:27][CH2:28][C:29](O)=O)[CH2:24]2)[O:12]1.[O:33]1[CH2:36][CH:35]([C:37]2[CH:38]=[C:39]([NH2:44])[C:40]([NH2:43])=[CH:41][CH:42]=2)[CH2:34]1.C(N(CC)C(C)C)(C)C. (4) Given the product [CH3:1][C:2]1[N:7]=[C:6]([C:8]([N:28]2[C@H:29]([CH2:33][NH:34][C:35]3[CH:40]=[CH:39][C:38]([C:41]([F:42])([F:43])[F:44])=[CH:37][N:36]=3)[CH2:30][C@H:31]3[C@H:26]([CH2:32]3)[CH2:27]2)=[O:10])[C:5]([C:11]2[N:16]=[CH:15][CH:14]=[CH:13][N:12]=2)=[CH:4][CH:3]=1, predict the reactants needed to synthesize it. The reactants are: [CH3:1][C:2]1[N:7]=[C:6]([C:8]([OH:10])=O)[C:5]([C:11]2[N:16]=[CH:15][CH:14]=[CH:13][N:12]=2)=[CH:4][CH:3]=1.CCN(C(C)C)C(C)C.[C@H:26]12[CH2:32][C@H:31]1[CH2:30][C@@H:29]([CH2:33][NH:34][C:35]1[CH:40]=[CH:39][C:38]([C:41]([F:44])([F:43])[F:42])=[CH:37][N:36]=1)[NH:28][CH2:27]2.CN(C(ON1N=NC2C=CC=CC1=2)=[N+](C)C)C.[B-](F)(F)(F)F.C([O-])(O)=O.[Na+]. (5) Given the product [Si:1]([O:8][CH2:9][CH2:10][C:11]1[N:12]([CH3:25])[C:13]2[C:18]([CH:19]=1)=[CH:17][C:16]([C:20](=[N:31][CH2:30][C:29]1[CH:32]=[CH:33][C:34]([O:36][CH3:37])=[CH:35][C:28]=1[O:27][CH3:26])[CH2:21][CH2:22][CH3:23])=[CH:15][CH:14]=2)([C:4]([CH3:5])([CH3:7])[CH3:6])([CH3:3])[CH3:2], predict the reactants needed to synthesize it. The reactants are: [Si:1]([O:8][CH2:9][CH2:10][C:11]1[N:12]([CH3:25])[C:13]2[C:18]([CH:19]=1)=[CH:17][C:16]([C:20](=O)[CH2:21][CH2:22][CH3:23])=[CH:15][CH:14]=2)([C:4]([CH3:7])([CH3:6])[CH3:5])([CH3:3])[CH3:2].[CH3:26][O:27][C:28]1[CH:35]=[C:34]([O:36][CH3:37])[CH:33]=[CH:32][C:29]=1[CH2:30][NH2:31].CCN(CC)CC. (6) Given the product [C:14]([O:17][C:18]([NH:1][C@@H:2]([CH2:6][CH:7]1[CH2:8][CH2:9][N:10]([C:18]([O:17][C:14]([CH3:16])([CH3:15])[CH3:13])=[O:19])[CH2:11][CH2:12]1)[C:3]([OH:5])=[O:4])=[O:19])([CH3:16])([CH3:15])[CH3:13], predict the reactants needed to synthesize it. The reactants are: [NH2:1][C@@H:2]([CH2:6][CH:7]1[CH2:12][CH2:11][NH:10][CH2:9][CH2:8]1)[C:3]([OH:5])=[O:4].[CH3:13][C:14]([O:17][C:18](O[C:18]([O:17][C:14]([CH3:16])([CH3:15])[CH3:13])=[O:19])=[O:19])([CH3:16])[CH3:15]. (7) Given the product [Cl:1][C:2]1[CH:3]=[C:4]([C:9]2([C:23]([F:24])([F:25])[F:26])[O:13][CH2:12][C:11]([C:14]3[CH:15]=[CH:16][C:17]([N:33]4[CH:37]=[N:36][CH:35]=[N:34]4)=[C:18]([CH:21]=3)[C:19]#[N:20])=[CH:10]2)[CH:5]=[C:6]([Cl:8])[CH:7]=1, predict the reactants needed to synthesize it. The reactants are: [Cl:1][C:2]1[CH:3]=[C:4]([C:9]2([C:23]([F:26])([F:25])[F:24])[O:13][CH2:12][C:11]([C:14]3[CH:15]=[CH:16][C:17](F)=[C:18]([CH:21]=3)[C:19]#[N:20])=[CH:10]2)[CH:5]=[C:6]([Cl:8])[CH:7]=1.C(=O)([O-])[O-].[K+].[K+].[NH:33]1[CH:37]=[N:36][CH:35]=[N:34]1. (8) Given the product [ClH:23].[ClH:23].[NH2:15][CH:12]1[CH2:11][CH2:10][N:9]([CH2:8][C:4]2[CH:3]=[C:2]([OH:1])[CH:7]=[CH:6][CH:5]=2)[CH2:14][CH2:13]1, predict the reactants needed to synthesize it. The reactants are: [OH:1][C:2]1[CH:3]=[C:4]([CH2:8][N:9]2[CH2:14][CH2:13][CH:12]([NH:15]C(=O)OC(C)(C)C)[CH2:11][CH2:10]2)[CH:5]=[CH:6][CH:7]=1.[ClH:23].CO. (9) Given the product [NH2:24][C:23]1[C:18]2[CH:17]=[C:16]([C:15]3[N:11]([CH2:10][CH:9]=[O:8])[CH:12]=[N:13][C:14]=3[C:26]3[CH:31]=[CH:30][CH:29]=[CH:28][CH:27]=3)[S:25][C:19]=2[N:20]=[CH:21][N:22]=1, predict the reactants needed to synthesize it. The reactants are: Cl.OS(O)(=O)=O.C[O:8][CH:9](OC)[CH2:10][N:11]1[C:15]([C:16]2[S:25][C:19]3[N:20]=[CH:21][N:22]=[C:23]([NH2:24])[C:18]=3[CH:17]=2)=[C:14]([C:26]2[CH:31]=[CH:30][CH:29]=[CH:28][CH:27]=2)[N:13]=[CH:12]1.C([O-])(O)=O.[Na+].